This data is from Forward reaction prediction with 1.9M reactions from USPTO patents (1976-2016). The task is: Predict the product of the given reaction. (1) The product is: [Cl:1][C:2]1[N:7]=[C:6]([NH:10][CH:11]2[CH2:12][CH2:13][C:14]3([CH2:19][CH2:18][N:17]([C:20]([O:22][C:23]([CH3:24])([CH3:25])[CH3:26])=[O:21])[CH2:16][CH2:15]3)[CH2:27][CH2:28]2)[C:5]([CH3:9])=[CH:4][N:3]=1. Given the reactants [Cl:1][C:2]1[N:7]=[C:6](Cl)[C:5]([CH3:9])=[CH:4][N:3]=1.[NH2:10][CH:11]1[CH2:28][CH2:27][C:14]2([CH2:19][CH2:18][N:17]([C:20]([O:22][C:23]([CH3:26])([CH3:25])[CH3:24])=[O:21])[CH2:16][CH2:15]2)[CH2:13][CH2:12]1.CCN(CC)CC, predict the reaction product. (2) Given the reactants O.[CH2:2]([C:4]1[C:8]([O:9][C:10]2[CH:11]=[C:12]([C:18]#[N:19])[CH:13]=[C:14]([CH:17]=2)[C:15]#[N:16])=[C:7]([CH2:20][CH2:21][O:22][C:23]2[CH:28]=[CH:27][C:26]([S:29][CH3:30])=[CH:25][CH:24]=2)[NH:6][N:5]=1)[CH3:3].[OH:31]OS([O-])=O.[K+], predict the reaction product. The product is: [CH2:2]([C:4]1[C:8]([O:9][C:10]2[CH:11]=[C:12]([C:18]#[N:19])[CH:13]=[C:14]([CH:17]=2)[C:15]#[N:16])=[C:7]([CH2:20][CH2:21][O:22][C:23]2[CH:24]=[CH:25][C:26]([S:29]([CH3:30])=[O:31])=[CH:27][CH:28]=2)[NH:6][N:5]=1)[CH3:3].